Dataset: Peptide-MHC class I binding affinity with 185,985 pairs from IEDB/IMGT. Task: Regression. Given a peptide amino acid sequence and an MHC pseudo amino acid sequence, predict their binding affinity value. This is MHC class I binding data. (1) The peptide sequence is MSYAMCLNA. The MHC is HLA-A01:01 with pseudo-sequence HLA-A01:01. The binding affinity (normalized) is 0.119. (2) The peptide sequence is RPFLCCKCCY. The MHC is HLA-B35:01 with pseudo-sequence HLA-B35:01. The binding affinity (normalized) is 0.404.